This data is from Forward reaction prediction with 1.9M reactions from USPTO patents (1976-2016). The task is: Predict the product of the given reaction. (1) Given the reactants C([Cl:4])(=O)C.C(O)C.[F:8][C:9]1[CH:10]=[CH:11][CH:12]=[C:13]2[C:17]=1[NH:16][CH:15]=[C:14]2[CH2:18][CH2:19][NH:20][CH2:21][C:22]1[CH:27]=[CH:26][CH:25]=[C:24]([O:28][CH2:29][C:30]([F:33])([F:32])[F:31])[CH:23]=1, predict the reaction product. The product is: [ClH:4].[F:8][C:9]1[CH:10]=[CH:11][CH:12]=[C:13]2[C:17]=1[NH:16][CH:15]=[C:14]2[CH2:18][CH2:19][NH:20][CH2:21][C:22]1[CH:27]=[CH:26][CH:25]=[C:24]([O:28][CH2:29][C:30]([F:33])([F:31])[F:32])[CH:23]=1. (2) Given the reactants ClC1C(C(OC)=O)=CC=C2C=1C=CN2.[NH2:15][C:16]1[C:25]([F:26])=[CH:24][C:19]([C:20]([O:22][CH3:23])=[O:21])=[C:18]([F:27])[C:17]=1[C:28]#[CH:29], predict the reaction product. The product is: [F:27][C:18]1[C:19]([C:20]([O:22][CH3:23])=[O:21])=[CH:24][C:25]([F:26])=[C:16]2[C:17]=1[CH:28]=[CH:29][NH:15]2. (3) The product is: [Cl:22][C:23]1[C:28]([O:29][C:2]2[N:7]=[C:6]([O:8][CH3:9])[N:5]=[C:4]([NH:10][C:11]3[CH:16]=[CH:15][C:14]([N:17]4[CH:21]=[CH:20][N:19]=[CH:18]4)=[CH:13][CH:12]=3)[N:3]=2)=[CH:27][CH:26]=[CH:25][N:24]=1. Given the reactants Cl[C:2]1[N:7]=[C:6]([O:8][CH3:9])[N:5]=[C:4]([NH:10][C:11]2[CH:16]=[CH:15][C:14]([N:17]3[CH:21]=[CH:20][N:19]=[CH:18]3)=[CH:13][CH:12]=2)[N:3]=1.[Cl:22][C:23]1[C:28]([OH:29])=[CH:27][CH:26]=[CH:25][N:24]=1, predict the reaction product. (4) The product is: [NH2:39][C:34]1[CH:35]=[CH:36][CH:37]=[CH:38][C:33]=1[NH:40][C:3]([C:4]1[CH:9]=[CH:8][C:7]([CH2:10][CH:11]([C:12]([NH:13][C:14]2[CH:15]=[CH:16][CH:17]=[CH:18][CH:19]=2)=[O:20])[C:21]([NH:23][C:24]2[CH:29]=[CH:28][CH:27]=[CH:26][CH:25]=2)=[O:22])=[CH:6][C:5]=1[CH:30]=[CH2:31])=[O:2]. Given the reactants C[O:2][C:3](=O)[C:4]1[CH:9]=[CH:8][C:7]([CH2:10][CH:11]([C:21]([NH:23][C:24]2[CH:29]=[CH:28][CH:27]=[CH:26][CH:25]=2)=[O:22])[C:12](=[O:20])[NH:13][C:14]2[CH:19]=[CH:18][CH:17]=[CH:16][CH:15]=2)=[CH:6][C:5]=1[CH:30]=[CH2:31].[C:33]1([NH2:40])[CH:38]=[CH:37][CH:36]=[CH:35][C:34]=1[NH2:39], predict the reaction product.